From a dataset of NCI-60 drug combinations with 297,098 pairs across 59 cell lines. Regression. Given two drug SMILES strings and cell line genomic features, predict the synergy score measuring deviation from expected non-interaction effect. (1) Drug 1: CC(C1=C(C=CC(=C1Cl)F)Cl)OC2=C(N=CC(=C2)C3=CN(N=C3)C4CCNCC4)N. Drug 2: C1=C(C(=O)NC(=O)N1)F. Cell line: EKVX. Synergy scores: CSS=29.9, Synergy_ZIP=-1.40, Synergy_Bliss=0.717, Synergy_Loewe=3.07, Synergy_HSA=2.90. (2) Drug 1: C1C(C(OC1N2C=C(C(=O)NC2=O)F)CO)O. Drug 2: C1CN(CCN1C(=O)CCBr)C(=O)CCBr. Cell line: RPMI-8226. Synergy scores: CSS=36.8, Synergy_ZIP=-2.00, Synergy_Bliss=-1.73, Synergy_Loewe=-1.31, Synergy_HSA=0.854. (3) Drug 1: C(CC(=O)O)C(=O)CN.Cl. Drug 2: C1CN(CCN1C(=O)CCBr)C(=O)CCBr. Cell line: K-562. Synergy scores: CSS=21.5, Synergy_ZIP=-3.60, Synergy_Bliss=-4.33, Synergy_Loewe=0.380, Synergy_HSA=-0.0755. (4) Drug 1: CC12CCC(CC1=CCC3C2CCC4(C3CC=C4C5=CN=CC=C5)C)O. Drug 2: CC(C)(C#N)C1=CC(=CC(=C1)CN2C=NC=N2)C(C)(C)C#N. Cell line: A549. Synergy scores: CSS=1.77, Synergy_ZIP=-1.32, Synergy_Bliss=-2.46, Synergy_Loewe=-1.77, Synergy_HSA=-3.01. (5) Drug 1: C1CCC(C1)C(CC#N)N2C=C(C=N2)C3=C4C=CNC4=NC=N3. Drug 2: CC1C(C(CC(O1)OC2CC(CC3=C2C(=C4C(=C3O)C(=O)C5=C(C4=O)C(=CC=C5)OC)O)(C(=O)C)O)N)O.Cl. Cell line: SF-268. Synergy scores: CSS=3.79, Synergy_ZIP=-1.55, Synergy_Bliss=4.19, Synergy_Loewe=-31.4, Synergy_HSA=-0.301. (6) Synergy scores: CSS=51.4, Synergy_ZIP=24.7, Synergy_Bliss=22.1, Synergy_Loewe=-29.6, Synergy_HSA=16.4. Cell line: MDA-MB-435. Drug 2: CCC1(CC2CC(C3=C(CCN(C2)C1)C4=CC=CC=C4N3)(C5=C(C=C6C(=C5)C78CCN9C7C(C=CC9)(C(C(C8N6C=O)(C(=O)OC)O)OC(=O)C)CC)OC)C(=O)OC)O.OS(=O)(=O)O. Drug 1: CS(=O)(=O)C1=CC(=C(C=C1)C(=O)NC2=CC(=C(C=C2)Cl)C3=CC=CC=N3)Cl. (7) Drug 1: C1=C(C(=O)NC(=O)N1)F. Drug 2: CNC(=O)C1=NC=CC(=C1)OC2=CC=C(C=C2)NC(=O)NC3=CC(=C(C=C3)Cl)C(F)(F)F. Cell line: UO-31. Synergy scores: CSS=34.9, Synergy_ZIP=-9.64, Synergy_Bliss=-16.9, Synergy_Loewe=-17.2, Synergy_HSA=-16.5.